This data is from NCI-60 drug combinations with 297,098 pairs across 59 cell lines. The task is: Regression. Given two drug SMILES strings and cell line genomic features, predict the synergy score measuring deviation from expected non-interaction effect. (1) Drug 1: CN(C)N=NC1=C(NC=N1)C(=O)N. Drug 2: C(CC(=O)O)C(=O)CN.Cl. Cell line: A498. Synergy scores: CSS=3.30, Synergy_ZIP=-1.95, Synergy_Bliss=-2.34, Synergy_Loewe=-3.27, Synergy_HSA=-3.12. (2) Drug 1: C1CN1C2=NC(=NC(=N2)N3CC3)N4CC4. Drug 2: CCC1=CC2CC(C3=C(CN(C2)C1)C4=CC=CC=C4N3)(C5=C(C=C6C(=C5)C78CCN9C7C(C=CC9)(C(C(C8N6C)(C(=O)OC)O)OC(=O)C)CC)OC)C(=O)OC.C(C(C(=O)O)O)(C(=O)O)O. Cell line: MDA-MB-231. Synergy scores: CSS=45.7, Synergy_ZIP=-11.2, Synergy_Bliss=-9.58, Synergy_Loewe=-3.56, Synergy_HSA=-0.979. (3) Drug 1: C1=NC2=C(N1)C(=S)N=CN2. Drug 2: CC1CCC2CC(C(=CC=CC=CC(CC(C(=O)C(C(C(=CC(C(=O)CC(OC(=O)C3CCCCN3C(=O)C(=O)C1(O2)O)C(C)CC4CCC(C(C4)OC)O)C)C)O)OC)C)C)C)OC. Cell line: NCI-H522. Synergy scores: CSS=-0.530, Synergy_ZIP=-1.70, Synergy_Bliss=-2.40, Synergy_Loewe=-3.23, Synergy_HSA=-2.32. (4) Drug 1: CCC1=CC2CC(C3=C(CN(C2)C1)C4=CC=CC=C4N3)(C5=C(C=C6C(=C5)C78CCN9C7C(C=CC9)(C(C(C8N6C)(C(=O)OC)O)OC(=O)C)CC)OC)C(=O)OC.C(C(C(=O)O)O)(C(=O)O)O. Drug 2: CC(C)NC(=O)C1=CC=C(C=C1)CNNC.Cl. Cell line: SN12C. Synergy scores: CSS=29.8, Synergy_ZIP=-11.2, Synergy_Bliss=-3.21, Synergy_Loewe=-33.1, Synergy_HSA=-2.03.